Dataset: Forward reaction prediction with 1.9M reactions from USPTO patents (1976-2016). Task: Predict the product of the given reaction. (1) Given the reactants C(N(C(=O)C1C=CC(O)=CC=1)C1C=C(OC)[CH:7]=[CH:6][C:5]=1[C@@H:12]1[CH2:21][CH2:20][C:19]2[CH:18]=[C:17]([O:22]C(=O)C(C)(C)C)[CH:16]=[CH:15][C:14]=2[CH2:13]1)C.Cl[CH2:39][C:40]([N:42]([CH2:44][CH2:45][CH2:46][O:47][CH3:48])[CH3:43])=O, predict the reaction product. The product is: [CH2:40]([N:42]([CH2:43][C:14]1[CH:19]=[CH:18][C:17]([O:22][CH2:39][CH2:40][N:42]([CH2:44][CH2:45][CH2:46][O:47][CH3:48])[CH3:43])=[CH:16][CH:15]=1)[C:44]1[CH:45]=[C:46]([O:47][CH3:48])[CH:7]=[CH:6][C:5]=1[C@@H:12]1[CH2:21][CH2:20][C:19]2[CH:18]=[C:17]([OH:22])[CH:16]=[CH:15][C:14]=2[CH2:13]1)[CH3:39]. (2) Given the reactants C([O:8][C:9]1[CH:18]=[C:17]2[C:12]([C:13]([O:19][C:20]3[CH:25]=[CH:24][C:23]([Cl:26])=[CH:22][C:21]=3[F:27])=[N:14][CH:15]=[N:16]2)=[CH:11][C:10]=1[O:28][CH3:29])C1C=CC=CC=1, predict the reaction product. The product is: [Cl:26][C:23]1[CH:24]=[CH:25][C:20]([O:19][C:13]2[C:12]3[C:17](=[CH:18][C:9]([OH:8])=[C:10]([O:28][CH3:29])[CH:11]=3)[N:16]=[CH:15][N:14]=2)=[C:21]([F:27])[CH:22]=1. (3) Given the reactants [C:1]1([C:7]2[S:8][C:9]([C:18]([O:20]CC)=[O:19])=[C:10]([C:12]3[CH:17]=[CH:16][CH:15]=[CH:14][CH:13]=3)[N:11]=2)[CH:6]=[CH:5][CH:4]=[CH:3][CH:2]=1.[OH-].[Na+], predict the reaction product. The product is: [C:1]1([C:7]2[S:8][C:9]([C:18]([OH:20])=[O:19])=[C:10]([C:12]3[CH:13]=[CH:14][CH:15]=[CH:16][CH:17]=3)[N:11]=2)[CH:2]=[CH:3][CH:4]=[CH:5][CH:6]=1. (4) Given the reactants [CH:1]([NH:4][CH2:5][C:6]1[CH:22]=[CH:21][CH:20]=[CH:19][C:7]=1[O:8][CH2:9][CH2:10][CH2:11][CH2:12][CH2:13][C:14]([O:16]CC)=[O:15])([CH3:3])[CH3:2].[CH:23]1([O:26][C:27]2[CH:35]=[CH:34][C:30]([C:31](O)=[O:32])=[CH:29][CH:28]=2)[CH2:25][CH2:24]1.CCN=C=NCCCN(C)C.Cl.C1C=CC2N(O)N=NC=2C=1.C(N(CC)CC)C, predict the reaction product. The product is: [CH:23]1([O:26][C:27]2[CH:35]=[CH:34][C:30]([C:31]([N:4]([CH2:5][C:6]3[CH:22]=[CH:21][CH:20]=[CH:19][C:7]=3[O:8][CH2:9][CH2:10][CH2:11][CH2:12][CH2:13][C:14]([OH:16])=[O:15])[CH:1]([CH3:2])[CH3:3])=[O:32])=[CH:29][CH:28]=2)[CH2:24][CH2:25]1. (5) Given the reactants [Br:1][C:2]1[CH:7]=[CH:6][CH:5]=[CH:4][C:3]=1[OH:8].[CH2:9]([O:11][C:12](=[O:16])[C:13]#[C:14][CH3:15])[CH3:10].N12CCCN=C1CCCCC2, predict the reaction product. The product is: [CH2:9]([O:11][C:12](=[O:16])/[CH:13]=[C:14](/[O:8][C:3]1[CH:4]=[CH:5][CH:6]=[CH:7][C:2]=1[Br:1])\[CH3:15])[CH3:10]. (6) Given the reactants [C:1]([O-:4])(=[O:3])[CH3:2].[C:5]([O-:8])(=[O:7])[CH3:6].[C:9]([O-:12])(=[O:11])[CH3:10].C([O-])(=O)C.[Pb+4:17].[Br:18][C:19]1[CH:20]=[CH:21][C:22]([CH2:28][CH3:29])=[C:23](B(O)O)[CH:24]=1.C(=O)([O-])[O-].[K+].[K+], predict the reaction product. The product is: [C:1]([O-:4])(=[O:3])[CH3:2].[C:5]([O-:8])(=[O:7])[CH3:6].[C:9]([O-:12])(=[O:11])[CH3:10].[Br:18][C:19]1[CH:20]=[CH:21][C:22]([CH2:28][CH3:29])=[C:23]([Pb+3:17])[CH:24]=1. (7) Given the reactants [CH:1]([O:4][C:5]1[N:12]=[CH:11][CH:10]=[CH:9][C:6]=1[C:7]#[N:8])([CH3:3])[CH3:2].Cl, predict the reaction product. The product is: [NH2:8][CH2:7][C:6]1[C:5]([O:4][CH:1]([CH3:3])[CH3:2])=[N:12][CH:11]=[CH:10][CH:9]=1. (8) Given the reactants [C:1](N1C=CN=C1)(N1C=CN=C1)=O.[C:13]1([CH3:25])[CH:18]=[C:17]([C:19]([OH:21])=[O:20])[CH:16]=[C:15]([C:22]([OH:24])=[O:23])[CH:14]=1.[CH2:26]1[CH2:36][CH2:35]N2C(=NCCC2)CC1.[CH3:37][C:38](O)([CH3:40])[CH3:39].Cl, predict the reaction product. The product is: [C:13]1([CH3:25])[CH:18]=[C:17]([C:19]([O:21][C:38]([CH3:40])([CH3:39])[CH3:37])=[O:20])[CH:16]=[C:15]([C:22]([O:24][C:36]([CH3:35])([CH3:26])[CH3:1])=[O:23])[CH:14]=1.